This data is from Full USPTO retrosynthesis dataset with 1.9M reactions from patents (1976-2016). The task is: Predict the reactants needed to synthesize the given product. The reactants are: [OH:1][C:2]1[C:6]2[CH:7]=[C:8]([N+:11]([O-:13])=[O:12])[CH:9]=[CH:10][C:5]=2[O:4][C:3]=1[C:14]([O:16][CH2:17][CH3:18])=[O:15].[CH2:19]1[CH2:29]CN2C(=NCCC2)C[CH2:20]1.IC(C)C.Cl. Given the product [CH3:20][CH:19]([O:1][C:2]1[C:6]2[CH:7]=[C:8]([N+:11]([O-:13])=[O:12])[CH:9]=[CH:10][C:5]=2[O:4][C:3]=1[C:14]([O:16][CH2:17][CH3:18])=[O:15])[CH3:29], predict the reactants needed to synthesize it.